The task is: Predict the reactants needed to synthesize the given product.. This data is from Retrosynthesis with 50K atom-mapped reactions and 10 reaction types from USPTO. (1) Given the product Cc1nc(N2CCN(CC3CCCCC3)C2=O)sc1C(=O)NCc1cccnc1, predict the reactants needed to synthesize it. The reactants are: Cc1nc(N2CCN(CC3CCCCC3)C2=O)sc1C(=O)O.NCc1cccnc1. (2) Given the product COC(=O)Cc1cccc(OCCCl)c1, predict the reactants needed to synthesize it. The reactants are: COC(=O)Cc1cccc(O)c1.OCCCl. (3) Given the product Cc1ccc2c(NCc3ccc(NC(=O)c4ccc(F)cc4)cc3)nc(N3CCN(c4ccccn4)CC3)nc2c1, predict the reactants needed to synthesize it. The reactants are: Cc1ccc2c(NCc3ccc(NC(=O)c4ccc(F)cc4)cc3)nc(Cl)nc2c1.c1ccc(N2CCNCC2)nc1. (4) Given the product O=S(CCCCCOc1ccc(C2=C(c3ccccc3)CCCc3cc(O)ccc32)cc1)CCCC(F)(F)F, predict the reactants needed to synthesize it. The reactants are: O=S([O-])([O-])=S.Oc1ccc2c(c1)CCCC(c1ccccc1)=C2c1ccc(OCCCCCSCCCC(F)(F)F)cc1. (5) Given the product O=C(O)Cc1ccccc1Nc1cc([N+](=O)[O-])cc([N+](=O)[O-])c1, predict the reactants needed to synthesize it. The reactants are: Nc1cc([N+](=O)[O-])cc([N+](=O)[O-])c1.O=C(O)Cc1ccccc1Br.